From a dataset of Full USPTO retrosynthesis dataset with 1.9M reactions from patents (1976-2016). Predict the reactants needed to synthesize the given product. (1) Given the product [Cl:1][C:2]1[CH:7]=[CH:6][CH:5]=[CH:4][C:3]=1[C:8]1[C:9]([C:10]([O:12][CH2:13][CH3:14])=[O:11])=[CH:24][NH:25][CH:26]=1, predict the reactants needed to synthesize it. The reactants are: [Cl:1][C:2]1[CH:7]=[CH:6][CH:5]=[CH:4][C:3]=1/[CH:8]=[CH:9]/[C:10]([O:12][CH2:13][CH3:14])=[O:11].C1(C)C=CC(S([CH2:24][N+:25]#[C-:26])(=O)=O)=CC=1.CC(C)([O-])C.[Na+]. (2) Given the product [N:3]1[CH:4]=[C:5]([C:7]([NH:9][C:10]2([C:13]([NH:45][CH2:46][C:47]3[N:52]=[CH:51][C:50]([NH:53][C:54]4[CH:63]=[CH:62][C:57]([C:58]([O:60][CH3:61])=[O:59])=[CH:56][C:55]=4[C:64]([F:67])([F:65])[F:66])=[CH:49][CH:48]=3)=[O:15])[CH2:11][CH2:12]2)=[O:8])[CH:6]=[N:1][CH:2]=1, predict the reactants needed to synthesize it. The reactants are: [N:1]1[CH:6]=[C:5]([C:7]([NH:9][C:10]2([C:13]([OH:15])=O)[CH2:12][CH2:11]2)=[O:8])[CH:4]=[N:3][CH:2]=1.CN(C(ON1N=NC2C=CC=CC1=2)=[N+](C)C)C.[B-](F)(F)(F)F.CN1CCOCC1.[NH2:45][CH2:46][C:47]1[N:52]=[CH:51][C:50]([NH:53][C:54]2[CH:63]=[CH:62][C:57]([C:58]([O:60][CH3:61])=[O:59])=[CH:56][C:55]=2[C:64]([F:67])([F:66])[F:65])=[CH:49][CH:48]=1. (3) Given the product [N+:23]([C:21]1[CH:20]=[CH:19][C:18]2[N:38]([C@H:41]([C:46]3[CH:51]=[CH:50][CH:49]=[CH:48][CH:47]=3)[CH2:42][C:43]([OH:45])=[O:44])[CH:37]=[N:14][C:17]=2[CH:22]=1)([O-:25])=[O:24], predict the reactants needed to synthesize it. The reactants are: N[C@H](C1C=CC=CC=1)CC(OC)=O.[N+:14]([C:17]1[CH:22]=[C:21]([N+:23]([O-:25])=[O:24])[CH:20]=[CH:19][C:18]=1Cl)([O-])=O.NC1C=CC=CC=1C(NC1C=CC2N=C[N:38]([CH:41]([C:46]3[CH:51]=[CH:50][CH:49]=[CH:48][CH:47]=3)[CH2:42][C:43]([OH:45])=[O:44])[C:37]=2C=1)=O. (4) Given the product [CH3:18][N:16]1[C:17]2[C:9]3=[C:8]([S:19][C:20]4[CH:25]=[CH:24][CH:23]=[CH:22][N:21]=4)[S:7][C:6]([C:4]([OH:5])=[O:3])=[C:10]3[CH2:11][CH2:12][C:13]=2[CH:14]=[N:15]1, predict the reactants needed to synthesize it. The reactants are: C([O:3][C:4]([C:6]1[S:7][C:8]([S:19][C:20]2[CH:25]=[CH:24][CH:23]=[CH:22][N:21]=2)=[C:9]2[C:17]3[N:16]([CH3:18])[N:15]=[CH:14][C:13]=3[CH2:12][CH2:11][C:10]=12)=[O:5])C.[OH-].[K+].Cl. (5) The reactants are: Br[C:2]1[CH:7]=[CH:6][C:5]([F:8])=[CH:4][CH:3]=1.[Li]CCCC.[F:14][C:15]1[CH:22]=[CH:21][C:18]([CH:19]=[O:20])=[CH:17][CH:16]=1. Given the product [F:8][C:5]1[CH:6]=[CH:7][C:2]([CH:19]([C:18]2[CH:21]=[CH:22][C:15]([F:14])=[CH:16][CH:17]=2)[OH:20])=[CH:3][CH:4]=1, predict the reactants needed to synthesize it. (6) Given the product [Cl:34][C:20]1[C:21]([NH:23][C:24]2[CH:33]=[CH:32][CH:31]=[CH:30][C:25]=2[C:26]([NH:28][CH3:29])=[O:27])=[N:22][C:17]([NH:15][C:12]2[CH:13]=[CH:14][C:7]3[CH2:6][CH2:5][N:4]([CH2:1][C:2]#[CH:3])[CH2:10][CH2:9][C:8]=3[CH:11]=2)=[N:18][CH:19]=1, predict the reactants needed to synthesize it. The reactants are: [CH2:1]([N:4]1[CH2:10][CH2:9][C:8]2[CH:11]=[C:12]([NH2:15])[CH:13]=[CH:14][C:7]=2[CH2:6][CH2:5]1)[C:2]#[CH:3].Cl[C:17]1[N:22]=[C:21]([NH:23][C:24]2[CH:33]=[CH:32][CH:31]=[CH:30][C:25]=2[C:26]([NH:28][CH3:29])=[O:27])[C:20]([Cl:34])=[CH:19][N:18]=1.